The task is: Predict the product of the given reaction.. This data is from Forward reaction prediction with 1.9M reactions from USPTO patents (1976-2016). (1) Given the reactants [F:1][C:2]1[CH:7]=[CH:6][C:5]([S:8]([N:11]([CH2:13][C:14]([OH:16])=O)[CH3:12])(=[O:10])=[O:9])=[CH:4][CH:3]=1.[F:17][C:18]([F:34])([F:33])[C:19]1[CH:24]=[CH:23][C:22]([C:25]2[N:30]=[CH:29][N:28]=[C:27]([CH2:31][NH2:32])[CH:26]=2)=[CH:21][CH:20]=1.O.N1(O)C2C=CC=CC=2N=N1.C(N(CC)CC)C.Cl.CN(C)CCCN=C=NCC, predict the reaction product. The product is: [F:1][C:2]1[CH:3]=[CH:4][C:5]([S:8]([N:11]([CH3:12])[CH2:13][C:14]([NH:32][CH2:31][C:27]2[CH:26]=[C:25]([C:22]3[CH:21]=[CH:20][C:19]([C:18]([F:34])([F:33])[F:17])=[CH:24][CH:23]=3)[N:30]=[CH:29][N:28]=2)=[O:16])(=[O:9])=[O:10])=[CH:6][CH:7]=1. (2) Given the reactants [CH3:1][C:2]([CH3:15])([CH3:14])[CH2:3][N:4]1[C:8]2[CH:9]=[CH:10][C:11]([OH:13])=[CH:12][C:7]=2[N:6]=[N:5]1.[Br-:16].[Br-].[Br-].[NH+]1C=CC=CC=1.[NH+]1C=CC=CC=1.[NH+]1C=CC=CC=1, predict the reaction product. The product is: [Br:16][C:12]1[C:7]2[N:6]=[N:5][N:4]([CH2:3][C:2]([CH3:15])([CH3:14])[CH3:1])[C:8]=2[CH:9]=[CH:10][C:11]=1[OH:13]. (3) Given the reactants [F:1][C:2]1[CH:7]=[CH:6][CH:5]=[CH:4][C:3]=1[C@:8]12[CH2:15][O:14][CH2:13][C@H:12]1[CH2:11][O:10][NH:9]2, predict the reaction product. The product is: [NH2:9][C@@:8]1([C:3]2[CH:4]=[CH:5][CH:6]=[CH:7][C:2]=2[F:1])[CH2:15][O:14][CH2:13][C@H:12]1[CH2:11][OH:10]. (4) Given the reactants [CH3:1][O:2][C:3]1[CH:8]=[C:7]([N+:9]([O-])=O)[CH:6]=[CH:5][C:4]=1[C:12]1[CH:17]=[CH:16][CH:15]=[CH:14][N:13]=1.CNNC.C, predict the reaction product. The product is: [CH3:1][O:2][C:3]1[CH:8]=[C:7]([CH:6]=[CH:5][C:4]=1[C:12]1[CH:17]=[CH:16][CH:15]=[CH:14][N:13]=1)[NH2:9]. (5) Given the reactants [CH3:1][O:2][C:3]([C:5]1[NH:14][C:8]2=[N:9][CH:10]=[C:11]([NH2:13])[CH:12]=[C:7]2[CH:6]=1)=[O:4].[N+:15]([C:18]1[CH:19]=[C:20]([CH:24]=[CH:25][CH:26]=1)[CH2:21][CH2:22]Br)([O-:17])=[O:16].[Na+].[I-].C([O-])([O-])=O.[K+].[K+], predict the reaction product. The product is: [CH3:1][O:2][C:3]([C:5]1[NH:14][C:8]2=[N:9][CH:10]=[C:11]([NH:13][CH2:22][CH2:21][C:20]3[CH:24]=[CH:25][CH:26]=[C:18]([N+:15]([O-:17])=[O:16])[CH:19]=3)[CH:12]=[C:7]2[CH:6]=1)=[O:4]. (6) Given the reactants [NH2:1][C:2]1[C:11]2[N:10]=[CH:9][C:8]([CH2:12][CH2:13][C:14]3[CH:19]=[CH:18][C:17]([O:20][CH2:21][CH2:22][CH2:23][C:24]([P:27]([O:32]CC)([O:29]CC)=[O:28])([F:26])[F:25])=[CH:16][C:15]=3[CH3:35])=[CH:7][C:6]=2[C:5]2[CH:36]=[CH:37][C:38]([CH2:40][CH2:41][C:42]([O:44][CH2:45][CH3:46])=[O:43])=[CH:39][C:4]=2[N:3]=1.Br[Si](C)(C)C, predict the reaction product. The product is: [NH2:1][C:2]1[C:11]2[N:10]=[CH:9][C:8]([CH2:12][CH2:13][C:14]3[CH:19]=[CH:18][C:17]([O:20][CH2:21][CH2:22][CH2:23][C:24]([P:27](=[O:28])([OH:29])[OH:32])([F:25])[F:26])=[CH:16][C:15]=3[CH3:35])=[CH:7][C:6]=2[C:5]2[CH:36]=[CH:37][C:38]([CH2:40][CH2:41][C:42]([O:44][CH2:45][CH3:46])=[O:43])=[CH:39][C:4]=2[N:3]=1.